The task is: Predict the reactants needed to synthesize the given product.. This data is from Full USPTO retrosynthesis dataset with 1.9M reactions from patents (1976-2016). (1) Given the product [OH:7][C:8]1[C:9]([Se:22][C:23]2[CH:33]=[CH:32][C:26]([C:27]([O:29][CH2:30][CH3:31])=[O:28])=[CH:25][N:24]=2)=[CH:10][C:11]2[C:12]([CH3:20])([CH3:21])[CH2:13][CH2:14][C:15]([CH3:19])([CH3:18])[C:16]=2[CH:17]=1, predict the reactants needed to synthesize it. The reactants are: COCCOC[O:7][C:8]1[C:9]([Se:22][C:23]2[CH:33]=[CH:32][C:26]([C:27]([O:29][CH2:30][CH3:31])=[O:28])=[CH:25][N:24]=2)=[CH:10][C:11]2[C:12]([CH3:21])([CH3:20])[CH2:13][CH2:14][C:15]([CH3:19])([CH3:18])[C:16]=2[CH:17]=1.S(=O)(=O)(O)O.C(O)C. (2) Given the product [F:1][C:2]1([F:11])[CH2:7][CH2:6][CH:5]([C:8]([NH:14][CH3:13])=[O:9])[CH2:4][CH2:3]1, predict the reactants needed to synthesize it. The reactants are: [F:1][C:2]1([F:11])[CH2:7][CH2:6][CH:5]([C:8](O)=[O:9])[CH2:4][CH2:3]1.C[CH2:13][N:14](C(C)C)C(C)C.CN(C(ON1N=NC2C=CC=NC1=2)=[N+](C)C)C.F[P-](F)(F)(F)(F)F.Cl.CNOC. (3) Given the product [Cl:1][C:2]1[CH:3]=[C:4]2[N:11]([CH2:14][CH3:15])[C@@H:10]([CH3:12])[CH2:9][N:5]2[C:6](=[O:8])[N:7]=1, predict the reactants needed to synthesize it. The reactants are: [Cl:1][C:2]1[CH:3]=[C:4]2[NH:11][C@@H:10]([CH3:12])[CH2:9][N:5]2[C:6](=[O:8])[N:7]=1.I[CH2:14][CH3:15].C([O-])([O-])=O.[Cs+].[Cs+]. (4) Given the product [Br-:13].[CH3:9][N:8]1[CH2:10][CH2:11][CH2:12][C@H:7]1[C:5]1[CH:6]=[N+:1]([CH2:21][CH2:20][CH2:19][CH2:18][CH2:17][CH2:16][CH:15]=[CH2:14])[CH:2]=[CH:3][CH:4]=1, predict the reactants needed to synthesize it. The reactants are: [N:1]1[CH:6]=[C:5]([C@@H:7]2[CH2:12][CH2:11][CH2:10][N:8]2[CH3:9])[CH:4]=[CH:3][CH:2]=1.[Br:13][CH2:14][CH2:15][CH2:16][CH2:17][CH2:18][CH2:19][CH:20]=[CH2:21]. (5) Given the product [F:22][C:21]1[CH:20]=[C:19]([O:23][C@H:24]2[CH2:29][CH2:28][CH2:27][CH2:26][C@@H:25]2[C:30]2[C:31]([N+:41]([O-:43])=[O:42])=[N:32][NH:33][CH:34]=2)[CH:18]=[C:17]([F:44])[C:16]=1[S:13]([NH:7][C:8]1[N:9]=[CH:10][S:11][CH:12]=1)(=[O:15])=[O:14], predict the reactants needed to synthesize it. The reactants are: C(OC(=O)[N:7]([S:13]([C:16]1[C:21]([F:22])=[CH:20][C:19]([O:23][C@H:24]2[CH2:29][CH2:28][CH2:27][CH2:26][C@@H:25]2[C:30]2[C:31]([N+:41]([O-:43])=[O:42])=[N:32][N:33](C3CCCCO3)[CH:34]=2)=[CH:18][C:17]=1[F:44])(=[O:15])=[O:14])[C:8]1[N:9]=[CH:10][S:11][CH:12]=1)(C)(C)C.FC(F)(F)C(O)=O.ClCCl. (6) Given the product [NH2:6][C:7]1[CH:16]=[C:15]([NH:17][C:18](=[O:19])[O:20][C:21]([CH3:24])([CH3:23])[CH3:22])[CH:14]=[CH:13][C:8]=1[O:9][CH2:10][CH2:11][OH:12], predict the reactants needed to synthesize it. The reactants are: C([O-])(O)=O.[Na+].[NH2:6][C:7]1[CH:16]=[C:15]([NH2:17])[CH:14]=[CH:13][C:8]=1[O:9][CH2:10][CH2:11][OH:12].[C:18](O[C:18]([O:20][C:21]([CH3:24])([CH3:23])[CH3:22])=[O:19])([O:20][C:21]([CH3:24])([CH3:23])[CH3:22])=[O:19].ClCCl.